Dataset: Full USPTO retrosynthesis dataset with 1.9M reactions from patents (1976-2016). Task: Predict the reactants needed to synthesize the given product. (1) Given the product [C:1]1([CH3:24])[CH:6]=[CH:5][C:4]([C:7]2[N:8]=[C:9]3[CH:23]=[CH:22][CH2:21][N:20]([C:36]([O:35][C:32]([CH3:34])([CH3:33])[CH3:31])=[O:37])[C:10]3=[N:11][C:12]=2[C:13]2[CH:18]=[CH:17][C:16]([CH3:19])=[CH:15][CH:14]=2)=[CH:3][CH:2]=1, predict the reactants needed to synthesize it. The reactants are: [C:1]1([CH3:24])[CH:6]=[CH:5][C:4]([C:7]2[N:8]=[C:9]3[CH2:23][CH2:22][CH2:21][NH:20][C:10]3=[N:11][C:12]=2[C:13]2[CH:18]=[CH:17][C:16]([CH3:19])=[CH:15][CH:14]=2)=[CH:3][CH:2]=1.[H-].[H-].[H-].[H-].[Li+].[Al+3].[CH3:31][C:32]([O:35][C:36](O[C:36]([O:35][C:32]([CH3:34])([CH3:33])[CH3:31])=[O:37])=[O:37])([CH3:34])[CH3:33].O.O.O.O.C(C(C(C([O-])=O)O)O)([O-])=O.[Na+].[K+].[C@H](O)(C([O-])=O)[C@@H](O)C([O-])=O.[Na+].[K+].CCCC(C)C. (2) Given the product [N:17]12[CH2:25][CH2:24][CH:21]([CH2:22][CH2:23]1)[N:20]([C:1]([O:2][C:3]1[CH:8]=[CH:7][CH:6]=[CH:5][C:4]=1[C:9]1[CH:14]=[CH:13][CH:12]=[CH:11][CH:10]=1)=[O:15])[CH2:19][CH2:18]2, predict the reactants needed to synthesize it. The reactants are: [C:1](Cl)(=[O:15])[O:2][C:3]1[CH:8]=[CH:7][CH:6]=[CH:5][C:4]=1[C:9]1[CH:14]=[CH:13][CH:12]=[CH:11][CH:10]=1.[N:17]12[CH2:25][CH2:24][CH:21]([CH2:22][CH2:23]1)[NH:20][CH2:19][CH2:18]2. (3) Given the product [CH2:18]([O:20][C:21]([C@@H:23]1[CH2:27][CH2:26][CH2:25][C@@H:24]1[NH:28][CH2:9][CH2:8][C:7]([CH3:12])([CH3:11])[CH3:6])=[O:22])[CH3:19], predict the reactants needed to synthesize it. The reactants are: C([O-])(=O)C.[Na+].[CH3:6][C:7]([CH3:12])([CH3:11])[CH2:8][CH:9]=O.C([BH3-])#N.[Na+].Cl.[CH2:18]([O:20][C:21]([C@@H:23]1[CH2:27][CH2:26][CH2:25][C@@H:24]1[NH2:28])=[O:22])[CH3:19]. (4) Given the product [F:32][C:2]([F:1])([F:31])[CH:3]([C:23]1[CH:24]=[C:25]([CH:28]=[CH:29][CH:30]=1)[C:26]#[N:27])[NH:4][CH2:5][C:6]1([C:12]2[S:13][CH:14]=[C:15]([C:17]3[CH:22]=[CH:21][CH:20]=[CH:19][CH:18]=3)[N:16]=2)[CH2:11][CH2:10][O:9][CH2:8][CH2:7]1, predict the reactants needed to synthesize it. The reactants are: [F:1][C:2]([F:32])([F:31])[C:3]([C:23]1[CH:24]=[C:25]([CH:28]=[CH:29][CH:30]=1)[C:26]#[N:27])=[N:4][CH2:5][C:6]1([C:12]2[S:13][CH:14]=[C:15]([C:17]3[CH:22]=[CH:21][CH:20]=[CH:19][CH:18]=3)[N:16]=2)[CH2:11][CH2:10][O:9][CH2:8][CH2:7]1.[BH4-].[Na+].